From a dataset of Full USPTO retrosynthesis dataset with 1.9M reactions from patents (1976-2016). Predict the reactants needed to synthesize the given product. (1) Given the product [F:27][C:28]1[CH:33]=[C:25]([CH:18]([C:22]([O:24][CH2:38][CH3:39])=[O:23])[C:19]([O:21][CH2:2][CH3:3])=[O:20])[CH:26]=[CH:30][CH:29]=1, predict the reactants needed to synthesize it. The reactants are: N1C=CC=[CH:3][C:2]=1C(O)=O.C([O-])([O-])=O.[Cs+].[Cs+].C([C:18]([CH2:25][CH3:26])([C:22]([O-:24])=[O:23])[C:19]([O-:21])=[O:20])C.[F:27][C:28]1[CH:29]=[C:30](I)C=C[CH:33]=1.[NH4+].[Cl-].O1CCO[CH2:39][CH2:38]1. (2) Given the product [F:13][C:14]1[CH:19]=[C:18]([C:20]2[C:21]([O:28][CH3:29])=[N:22][C:23]([CH3:27])=[CH:24][C:25]=2[CH3:26])[C:17]([F:30])=[CH:16][C:15]=1[C:31]1[N:35]([C@H:36]2[CH2:40][CH2:39][O:38][CH2:37]2)[N:34]=[CH:33][C:32]=1[C:41]([NH2:3])=[O:43], predict the reactants needed to synthesize it. The reactants are: C1N=C[N:3](C(N2C=NC=C2)=O)C=1.[F:13][C:14]1[CH:19]=[C:18]([C:20]2[C:21]([O:28][CH3:29])=[N:22][C:23]([CH3:27])=[CH:24][C:25]=2[CH3:26])[C:17]([F:30])=[CH:16][C:15]=1[C:31]1[N:35]([C@H:36]2[CH2:40][CH2:39][O:38][CH2:37]2)[N:34]=[CH:33][C:32]=1[C:41]([OH:43])=O.N. (3) Given the product [NH2:1][CH:4]([C:39]1[CH:40]=[CH:41][C:42]([Cl:45])=[CH:43][CH:44]=1)[CH2:5][N:6]([CH2:17][C:18]1[CH:23]=[C:22]([C:24]([F:26])([F:27])[F:25])[CH:21]=[CH:20][C:19]=1[C:28]1[CH:33]=[C:32]([CH:34]([CH3:36])[CH3:35])[CH:31]=[CH:30][C:29]=1[O:37][CH3:38])[C:7](=[O:16])[O:8][CH2:9][C:10]1[CH:15]=[CH:14][CH:13]=[CH:12][CH:11]=1, predict the reactants needed to synthesize it. The reactants are: [N:1]([CH:4]([C:39]1[CH:44]=[CH:43][C:42]([Cl:45])=[CH:41][CH:40]=1)[CH2:5][N:6]([CH2:17][C:18]1[CH:23]=[C:22]([C:24]([F:27])([F:26])[F:25])[CH:21]=[CH:20][C:19]=1[C:28]1[CH:33]=[C:32]([CH:34]([CH3:36])[CH3:35])[CH:31]=[CH:30][C:29]=1[O:37][CH3:38])[C:7](=[O:16])[O:8][CH2:9][C:10]1[CH:15]=[CH:14][CH:13]=[CH:12][CH:11]=1)=[N+]=[N-]. (4) Given the product [CH2:3]1[C:12]2[C:7](=[CH:8][CH:9]=[CH:10][CH:11]=2)[CH2:6][CH2:5][N:4]1[C:13](=[O:34])[CH2:14][CH2:15][C:16]1[CH:33]=[CH:32][C:19]([O:20][CH2:21][C:22]2[CH:31]=[CH:30][CH:29]=[CH:28][C:23]=2[C:24]([OH:26])=[O:25])=[CH:18][CH:17]=1, predict the reactants needed to synthesize it. The reactants are: [OH-].[Li+].[CH2:3]1[C:12]2[C:7](=[CH:8][CH:9]=[CH:10][CH:11]=2)[CH2:6][CH2:5][N:4]1[C:13](=[O:34])[CH2:14][CH2:15][C:16]1[CH:33]=[CH:32][C:19]([O:20][CH2:21][C:22]2[CH:31]=[CH:30][CH:29]=[CH:28][C:23]=2[C:24]([O:26]C)=[O:25])=[CH:18][CH:17]=1.